This data is from Full USPTO retrosynthesis dataset with 1.9M reactions from patents (1976-2016). The task is: Predict the reactants needed to synthesize the given product. (1) Given the product [NH2:32][C:31](=[NH:37])[C:27]1[CH:26]=[C:25]([O:24][C:18]2[CH:17]=[C:16]3[C:21]([CH2:22][CH2:23][CH:14]([C:12]([NH:11][C:7]4[CH:8]=[CH:9][CH:10]=[C:5]([C:1]([CH3:4])([CH3:2])[CH3:3])[CH:6]=4)=[O:13])[CH2:15]3)=[CH:20][CH:19]=2)[CH:30]=[CH:29][N:28]=1, predict the reactants needed to synthesize it. The reactants are: [C:1]([C:5]1[CH:6]=[C:7]([NH:11][C:12]([CH:14]2[CH2:23][CH2:22][C:21]3[C:16](=[CH:17][C:18]([O:24][C:25]4[CH:30]=[CH:29][N:28]=[C:27]([C:31]#[N:32])[CH:26]=4)=[CH:19][CH:20]=3)[CH2:15]2)=[O:13])[CH:8]=[CH:9][CH:10]=1)([CH3:4])([CH3:3])[CH3:2].C[O-].[Na+].[Cl-].[NH4+:37]. (2) The reactants are: [Li]CCCC.I[C:7]1[CH:12]=[CH:11][C:10]([CH2:13][CH2:14][CH2:15][CH2:16][CH2:17][CH2:18][CH2:19][CH3:20])=[CH:9][CH:8]=1.C(O[B:25]1[O:29][C:28]([CH3:31])([CH3:30])[C:27]([CH3:33])([CH3:32])[O:26]1)(C)C. Given the product [CH3:32][C:27]1([CH3:33])[C:28]([CH3:31])([CH3:30])[O:29][B:25]([C:7]2[CH:12]=[CH:11][C:10]([CH2:13][CH2:14][CH2:15][CH2:16][CH2:17][CH2:18][CH2:19][CH3:20])=[CH:9][CH:8]=2)[O:26]1, predict the reactants needed to synthesize it. (3) The reactants are: [F:1][C:2]([F:29])([F:28])[C:3]1[CH:4]=[C:5]([C:9]2[C:10]3[N:11]([N:15]=[C:16]([NH:18][C:19]4[CH:27]=[CH:26][C:22]([C:23]([OH:25])=O)=[CH:21][CH:20]=4)[N:17]=3)[CH:12]=[CH:13][CH:14]=2)[CH:6]=[CH:7][CH:8]=1.F[P-](F)(F)(F)(F)F.N1(OC(N(C)C)=[N+](C)C)C2N=CC=CC=2N=N1.C(N(CC)C(C)C)(C)C.[NH2:63][CH:64]1[CH2:69][CH2:68][N:67](C(OC(C)(C)C)=O)[CH2:66][CH2:65]1. Given the product [NH:67]1[CH2:68][CH2:69][CH:64]([NH:63][C:23](=[O:25])[C:22]2[CH:21]=[CH:20][C:19]([NH:18][C:16]3[N:17]=[C:10]4[C:9]([C:5]5[CH:6]=[CH:7][CH:8]=[C:3]([C:2]([F:1])([F:29])[F:28])[CH:4]=5)=[CH:14][CH:13]=[CH:12][N:11]4[N:15]=3)=[CH:27][CH:26]=2)[CH2:65][CH2:66]1, predict the reactants needed to synthesize it. (4) Given the product [CH3:22][C:21]1[C:16]([N:13]2[CH2:14][CH2:15][N:10]([C:8]([C:5]3[CH:6]=[CH:7][C:2]([N:33]4[C@H:32]([CH2:34][OH:35])[CH2:31][O:30][C:29]4=[O:28])=[CH:3][C:4]=3[S:24]([CH3:27])(=[O:26])=[O:25])=[O:9])[CH2:11][CH2:12]2)=[N:17][CH:18]=[C:19]([CH3:23])[CH:20]=1, predict the reactants needed to synthesize it. The reactants are: Br[C:2]1[CH:7]=[CH:6][C:5]([C:8]([N:10]2[CH2:15][CH2:14][N:13]([C:16]3[C:21]([CH3:22])=[CH:20][C:19]([CH3:23])=[CH:18][N:17]=3)[CH2:12][CH2:11]2)=[O:9])=[C:4]([S:24]([CH3:27])(=[O:26])=[O:25])[CH:3]=1.[O:28]=[C:29]1[NH:33][C@H:32]([CH2:34][O:35]C(=O)C2C=CC=CC=2)[CH2:31][O:30]1.